From a dataset of CYP3A4 inhibition data for predicting drug metabolism from PubChem BioAssay. Regression/Classification. Given a drug SMILES string, predict its absorption, distribution, metabolism, or excretion properties. Task type varies by dataset: regression for continuous measurements (e.g., permeability, clearance, half-life) or binary classification for categorical outcomes (e.g., BBB penetration, CYP inhibition). Dataset: cyp3a4_veith. (1) The drug is COC(=O)[C@@H]1C[C@H]1[C@@H](NS(=O)(=O)c1ccccc1)c1ccccc1. The result is 1 (inhibitor). (2) The result is 1 (inhibitor). The molecule is COCCn1c(=O)c(-c2ccc(Cl)cc2)nc2cnc(Oc3ccc(OC)cc3)nc21.